Dataset: Reaction yield outcomes from USPTO patents with 853,638 reactions. Task: Predict the reaction yield, written as a fraction of the theoretical maximum amount of product (1.0 means a 100% yield; for example, 0.34 means a 34% yield). The reactants are CS(O[CH:6]1[CH2:9][N:8]([C:10]2[S:11][CH:12]=[C:13]([C:15](=[O:23])[NH:16][C:17]3[CH:22]=[CH:21][CH:20]=[CH:19][CH:18]=3)[N:14]=2)[CH2:7]1)(=O)=O.[C:24]([O-:27])(=[S:26])[CH3:25].[K+]. The catalyst is CN(C)C=O. The product is [C:24]([S:26][CH:6]1[CH2:7][N:8]([C:10]2[S:11][CH:12]=[C:13]([C:15](=[O:23])[NH:16][C:17]3[CH:18]=[CH:19][CH:20]=[CH:21][CH:22]=3)[N:14]=2)[CH2:9]1)(=[O:27])[CH3:25]. The yield is 0.700.